This data is from Forward reaction prediction with 1.9M reactions from USPTO patents (1976-2016). The task is: Predict the product of the given reaction. (1) The product is: [NH2:14][C:4]1[C:3]([C:2]([F:15])([F:16])[F:1])=[CH:8][C:7]([C:9]([F:12])([F:11])[F:10])=[CH:6][C:5]=1[NH:13][C:26](=[O:27])[CH2:25][O:24][Si:17]([CH:20]([CH3:22])[CH3:21])([CH3:19])[CH3:18]. Given the reactants [F:1][C:2]([F:16])([F:15])[C:3]1[CH:8]=[C:7]([C:9]([F:12])([F:11])[F:10])[CH:6]=[C:5]([NH2:13])[C:4]=1[NH2:14].[Si:17]([O:24][CH2:25][C:26](O)=[O:27])([C:20](C)([CH3:22])[CH3:21])([CH3:19])[CH3:18].CN(C(ON1N=NC2C=CC=NC1=2)=[N+](C)C)C.F[P-](F)(F)(F)(F)F, predict the reaction product. (2) Given the reactants [Br:1][C:2]1[CH:3]=[C:4]2[C:9](=[CH:10][CH:11]=1)[CH:8](O)[CH2:7][CH2:6][CH2:5]2.C1(C)C=CC(S(O)(=O)=O)=CC=1, predict the reaction product. The product is: [Br:1][C:2]1[CH:3]=[C:4]2[C:9]([CH:8]=[CH:7][CH2:6][CH2:5]2)=[CH:10][CH:11]=1. (3) Given the reactants [CH3:1][C@@:2]1([CH2:13][N:14]2[CH2:19][CH2:18][CH:17]([NH:20][C:21](=[O:27])[O:22]C(C)(C)C)[CH2:16][CH2:15]2)[O:6][C:5]2=[N:7][C:8]([N+:10]([O-:12])=[O:11])=[CH:9][N:4]2[CH2:3]1.FC(F)(F)C(O)=O.[F:35][C:36]([F:46])([F:45])[C:37]1[CH:44]=[CH:43][C:40]([CH2:41]O)=[CH:39][CH:38]=1.C(N1C=CN=C1)(N1C=CN=C1)=O, predict the reaction product. The product is: [CH3:1][C@@:2]1([CH2:13][N:14]2[CH2:15][CH2:16][CH:17]([NH:20][C:21](=[O:27])[O:22][CH2:41][C:40]3[CH:39]=[CH:38][C:37]([C:36]([F:35])([F:45])[F:46])=[CH:44][CH:43]=3)[CH2:18][CH2:19]2)[O:6][C:5]2=[N:7][C:8]([N+:10]([O-:12])=[O:11])=[CH:9][N:4]2[CH2:3]1. (4) Given the reactants [C:1]([C:5]1[CH:10]=[CH:9][C:8]([S:11]([N:14]([CH2:24][C:25](O)=[O:26])[C:15]2[CH:20]=[CH:19][CH:18]=[C:17]([N:21]([CH3:23])[CH3:22])[CH:16]=2)(=[O:13])=[O:12])=[CH:7][CH:6]=1)([CH3:4])([CH3:3])[CH3:2].[CH:28]1([NH:31][CH2:32][C:33]2[CH:38]=[C:37]([O:39][CH3:40])[CH:36]=[C:35]([O:41][CH3:42])[CH:34]=2)[CH2:30][CH2:29]1, predict the reaction product. The product is: [C:1]([C:5]1[CH:10]=[CH:9][C:8]([S:11]([N:14]([C:15]2[CH:20]=[CH:19][CH:18]=[C:17]([N:21]([CH3:22])[CH3:23])[CH:16]=2)[CH2:24][C:25]([N:31]([CH:28]2[CH2:30][CH2:29]2)[CH2:32][C:33]2[CH:34]=[C:35]([O:41][CH3:42])[CH:36]=[C:37]([O:39][CH3:40])[CH:38]=2)=[O:26])(=[O:13])=[O:12])=[CH:7][CH:6]=1)([CH3:2])([CH3:3])[CH3:4]. (5) Given the reactants [O:1]1[C:5]2[CH:6]=[CH:7][C:8]([C:10]3[S:11][CH:12]=[C:13]([C:15]([OH:17])=O)[N:14]=3)=[CH:9][C:4]=2[CH2:3][CH2:2]1.[F:18][C:19]([F:32])([F:31])[O:20][C:21]1[CH:22]=[CH:23][C:24]2[N:28]=[C:27]([NH2:29])[NH:26][C:25]=2[CH:30]=1.F[P-](F)(F)(F)(F)F.N1(OC(N(C)C)=[N+](C)C)C2C=CC=CC=2N=N1.C(N(CC)C(C)C)(C)C, predict the reaction product. The product is: [O:1]1[C:5]2[CH:6]=[CH:7][C:8]([C:10]3[S:11][CH:12]=[C:13]([C:15]([NH:29][C:27]4[NH:26][C:25]5[CH:30]=[C:21]([O:20][C:19]([F:32])([F:18])[F:31])[CH:22]=[CH:23][C:24]=5[N:28]=4)=[O:17])[N:14]=3)=[CH:9][C:4]=2[CH2:3][CH2:2]1. (6) Given the reactants [OH:1][CH2:2][CH2:3][O:4][CH2:5][CH2:6][O:7][C:8]1[CH:13]=[CH:12][C:11]([NH:14][C:15]2[O:16][CH2:17][C:18](=[O:25])[C:19]=2[C:20]([O:22][CH2:23][CH3:24])=[O:21])=[C:10]([CH3:26])[CH:9]=1.[NH:27]1[C:35]2[C:30](=[CH:31][CH:32]=[CH:33][N:34]=2)[C:29]([CH:36]=O)=[CH:28]1.N1CCC[C@H]1C(O)=O, predict the reaction product. The product is: [NH:27]1[C:35]2=[N:34][CH:33]=[CH:32][CH:31]=[C:30]2[C:29]([CH:36]=[C:17]2[O:16][C:15]([NH:14][C:11]3[CH:12]=[CH:13][C:8]([O:7][CH2:6][CH2:5][O:4][CH2:3][CH2:2][OH:1])=[CH:9][C:10]=3[CH3:26])=[C:19]([C:20]([O:22][CH2:23][CH3:24])=[O:21])[C:18]2=[O:25])=[CH:28]1.